This data is from Peptide-MHC class II binding affinity with 134,281 pairs from IEDB. The task is: Regression. Given a peptide amino acid sequence and an MHC pseudo amino acid sequence, predict their binding affinity value. This is MHC class II binding data. (1) The peptide sequence is VNKYLKVVFIPNYNV. The MHC is DRB1_0301 with pseudo-sequence DRB1_0301. The binding affinity (normalized) is 0.244. (2) The peptide sequence is PKGGAESSSKAALTS. The MHC is HLA-DPA10201-DPB11401 with pseudo-sequence HLA-DPA10201-DPB11401. The binding affinity (normalized) is 0. (3) The peptide sequence is LWQLNGRLEYCLKDR. The MHC is DRB1_1302 with pseudo-sequence DRB1_1302. The binding affinity (normalized) is 0.381. (4) The peptide sequence is KNTIVIPKGDFLTGP. The MHC is HLA-DQA10301-DQB10302 with pseudo-sequence HLA-DQA10301-DQB10302. The binding affinity (normalized) is 0.0870. (5) The peptide sequence is VAEAAGKTKEGVLYV. The MHC is DRB1_1201 with pseudo-sequence DRB1_1201. The binding affinity (normalized) is 0.